Dataset: Peptide-MHC class I binding affinity with 185,985 pairs from IEDB/IMGT. Task: Regression. Given a peptide amino acid sequence and an MHC pseudo amino acid sequence, predict their binding affinity value. This is MHC class I binding data. (1) The peptide sequence is VVADLSARNK. The MHC is HLA-A33:01 with pseudo-sequence HLA-A33:01. The binding affinity (normalized) is 0.0396. (2) The peptide sequence is VYFESFVREF. The MHC is HLA-A23:01 with pseudo-sequence HLA-A23:01. The binding affinity (normalized) is 0.798. (3) The peptide sequence is CEKRLLLKL. The MHC is HLA-A02:01 with pseudo-sequence HLA-A02:01. The binding affinity (normalized) is 0.0847. (4) The peptide sequence is SMYQLMITI. The MHC is HLA-A02:11 with pseudo-sequence HLA-A02:11. The binding affinity (normalized) is 0.352.